From a dataset of Catalyst prediction with 721,799 reactions and 888 catalyst types from USPTO. Predict which catalyst facilitates the given reaction. Reactant: [C:1]([O:5][C:6]([NH:8][CH2:9][C:10]1[CH:15]=[CH:14][C:13](B(O)O)=[CH:12][CH:11]=1)=[O:7])([CH3:4])([CH3:3])[CH3:2].I[C:20]1[C:28]2[C:27]([NH2:29])=[N:26][CH:25]=[N:24][C:23]=2[N:22]([S:30]([C:33]2[CH:38]=[CH:37][CH:36]=[CH:35][CH:34]=2)(=[O:32])=[O:31])[CH:21]=1.C([O-])([O-])=O.[K+].[K+]. Product: [NH2:29][C:27]1[C:28]2[C:20]([C:13]3[CH:14]=[CH:15][C:10]([CH2:9][NH:8][C:6](=[O:7])[O:5][C:1]([CH3:4])([CH3:3])[CH3:2])=[CH:11][CH:12]=3)=[CH:21][N:22]([S:30]([C:33]3[CH:38]=[CH:37][CH:36]=[CH:35][CH:34]=3)(=[O:32])=[O:31])[C:23]=2[N:24]=[CH:25][N:26]=1. The catalyst class is: 117.